From a dataset of Full USPTO retrosynthesis dataset with 1.9M reactions from patents (1976-2016). Predict the reactants needed to synthesize the given product. (1) Given the product [CH3:8][N:9]([CH3:10])[CH2:11][C:12]1[CH:28]=[CH:27][C:15]2[CH2:16][CH2:17][NH:18][CH2:19][CH2:20][C:14]=2[CH:13]=1, predict the reactants needed to synthesize it. The reactants are: O.C([O-])([O-])=O.[K+].[K+].[CH3:8][N:9]([CH2:11][C:12]1[CH:28]=[CH:27][C:15]2[CH2:16][CH2:17][N:18](C(=O)C(F)(F)F)[CH2:19][CH2:20][C:14]=2[CH:13]=1)[CH3:10]. (2) Given the product [CH2:1]([C:8]1[N:12]([CH2:13][C:14]([NH:28][C:27]2[CH:29]=[C:30]([C:32]([CH3:34])([CH3:33])[CH3:35])[CH:31]=[C:25]([C:21]([CH3:24])([CH3:23])[CH3:22])[CH:26]=2)=[O:16])[C:11]2[CH:17]=[CH:18][CH:19]=[CH:20][C:10]=2[N:9]=1)[C:2]1[CH:3]=[CH:4][CH:5]=[CH:6][CH:7]=1, predict the reactants needed to synthesize it. The reactants are: [CH2:1]([C:8]1[N:12]([CH2:13][C:14]([OH:16])=O)[C:11]2[CH:17]=[CH:18][CH:19]=[CH:20][C:10]=2[N:9]=1)[C:2]1[CH:7]=[CH:6][CH:5]=[CH:4][CH:3]=1.[C:21]([C:25]1[CH:26]=[C:27]([CH:29]=[C:30]([C:32]([CH3:35])([CH3:34])[CH3:33])[CH:31]=1)[NH2:28])([CH3:24])([CH3:23])[CH3:22].CN(C(ON1N=NC2C=CC=NC1=2)=[N+](C)C)C.F[P-](F)(F)(F)(F)F. (3) Given the product [CH:1]12[C:13](=[O:14])[O:15][C:10](=[O:12])[CH:2]1[CH2:3][CH:4]([C:7]([OH:9])=[O:8])[CH2:5][CH2:6]2, predict the reactants needed to synthesize it. The reactants are: [CH:1]1([C:13]([OH:15])=[O:14])[CH2:6][CH2:5][CH:4]([C:7]([OH:9])=[O:8])[CH2:3][CH:2]1[C:10]([OH:12])=O. (4) Given the product [Cl:1][C:2]1[CH:3]=[C:4]([CH:25]=[CH:26][C:27]=1[F:28])[CH2:5][C:6]1[S:7][C:8]2[C:15]([C:16]3[CH:17]=[C:18]([CH:22]=[CH:23][CH:24]=3)[C:19]([NH:33][CH2:32][CH2:31][O:30][CH3:29])=[O:20])=[CH:14][CH:13]=[CH:12][C:9]=2[C:10]=1[CH3:11], predict the reactants needed to synthesize it. The reactants are: [Cl:1][C:2]1[CH:3]=[C:4]([CH:25]=[CH:26][C:27]=1[F:28])[CH2:5][C:6]1[S:7][C:8]2[C:15]([C:16]3[CH:17]=[C:18]([CH:22]=[CH:23][CH:24]=3)[C:19](O)=[O:20])=[CH:14][CH:13]=[CH:12][C:9]=2[C:10]=1[CH3:11].[CH3:29][O:30][CH2:31][CH2:32][NH2:33]. (5) Given the product [Cl:1][C:2]1[CH:3]=[CH:4][C:5]([OH:11])=[C:6]([CH:10]=1)[C:7]([NH:17][C:16]1[CH:18]=[C:19]([C:22]([F:25])([F:24])[F:23])[CH:20]=[CH:21][C:15]=1[N+:12]([O-:14])=[O:13])=[O:9], predict the reactants needed to synthesize it. The reactants are: [Cl:1][C:2]1[CH:10]=[C:6]([C:7]([OH:9])=O)[C:5]([OH:11])=[CH:4][CH:3]=1.[N+:12]([C:15]1[CH:21]=[CH:20][C:19]([C:22]([F:25])([F:24])[F:23])=[CH:18][C:16]=1[NH2:17])([O-:14])=[O:13]. (6) The reactants are: [CH:1]1([N:5]2[C:9]3=[N:10][CH:11]=[CH:12][CH:13]=[C:8]3[C:7]([C:14]#[N:15])=[CH:6]2)[CH2:4][CH2:3][CH2:2]1.ClC1C=C(C=CC=1)C(OO)=[O:21]. Given the product [C:14]([C:7]1[C:8]2[C:9](=[N+:10]([O-:21])[CH:11]=[CH:12][CH:13]=2)[N:5]([CH:1]2[CH2:4][CH2:3][CH2:2]2)[CH:6]=1)#[N:15], predict the reactants needed to synthesize it. (7) Given the product [C:1]([O:4][CH2:5][C@@H:6]1[C@@H:11]([O:12][C:13](=[O:15])[CH3:14])[C@H:10]([OH:16])[C@H:9]([OH:17])[C@@H:8]([C:18]2[CH:27]=[CH:26][C:25]3[C:20](=[CH:21][CH:22]=[C:23]([O:28][S:38]([C:37]([F:56])([F:55])[F:36])(=[O:40])=[O:39])[CH:24]=3)[CH:19]=2)[O:7]1)(=[O:3])[CH3:2], predict the reactants needed to synthesize it. The reactants are: [C:1]([O:4][CH2:5][C@@H:6]1[C@@H:11]([O:12][C:13](=[O:15])[CH3:14])[C@H:10]([OH:16])[C@H:9]([OH:17])[C@@H:8]([C:18]2[CH:27]=[CH:26][C:25]3[C:20](=[CH:21][CH:22]=[C:23]([OH:28])[CH:24]=3)[CH:19]=2)[O:7]1)(=[O:3])[CH3:2].CCN(CC)CC.[F:36][C:37]([F:56])([F:55])[S:38](N(C1C=CC=CC=1)[S:38]([C:37]([F:56])([F:55])[F:36])(=[O:40])=[O:39])(=[O:40])=[O:39].